From a dataset of Forward reaction prediction with 1.9M reactions from USPTO patents (1976-2016). Predict the product of the given reaction. (1) Given the reactants [F:1][CH:2]([F:27])[C:3]1[NH:4][C:5]([CH:24]([F:26])[F:25])=[C:6]([C:22]#[N:23])[CH:7]([C:11]2[CH:12]=[C:13]3[C:17](=[CH:18][C:19]=2[F:20])[NH:16][N:15]=[C:14]3[CH3:21])[C:8]=1[C:9]#[N:10].[OH-].[Na+:29], predict the reaction product. The product is: [C:9]([C:8]1[CH:7]([C:11]2[CH:12]=[C:13]3[C:17](=[CH:18][C:19]=2[F:20])[NH:16][N:15]=[C:14]3[CH3:21])[C:6]([C:22]#[N:23])=[C:5]([CH:24]([F:25])[F:26])[N-:4][C:3]=1[CH:2]([F:1])[F:27])#[N:10].[Na+:29]. (2) Given the reactants C1(P(C2CCCCC2)C2C=CC=CC=2C2C(C(C)C)=CC(C(C)C)=CC=2C(C)C)CCCCC1.[O:35]1[CH2:40][CH2:39][N:38]([C:41]2[C:46]([NH2:47])=[CH:45][C:44]([N:48]3[CH2:53][CH2:52][O:51][CH2:50][CH2:49]3)=[CH:43][N:42]=2)[CH2:37][CH2:36]1.Cl[C:55]1[C:64]2[C:59](=[CH:60][C:61]([F:66])=[CH:62][C:63]=2[F:65])[N:58]=[C:57]([C:67]2[CH:72]=[C:71]([CH:73]=[CH2:74])[CH:70]=[CH:69][N:68]=2)[C:56]=1[CH3:75].CC(C)([O-])C.[Na+], predict the reaction product. The product is: [O:35]1[CH2:40][CH2:39][N:38]([C:41]2[C:46]([NH:47][C:55]3[C:64]4[C:59](=[CH:60][C:61]([F:66])=[CH:62][C:63]=4[F:65])[N:58]=[C:57]([C:67]4[CH:72]=[C:71]([CH:73]=[CH2:74])[CH:70]=[CH:69][N:68]=4)[C:56]=3[CH3:75])=[CH:45][C:44]([N:48]3[CH2:49][CH2:50][O:51][CH2:52][CH2:53]3)=[CH:43][N:42]=2)[CH2:37][CH2:36]1. (3) Given the reactants [O:1]=[C:2]1[CH:6]=[CH:5][C:4](=[O:7])[N:3]1[CH2:8][CH2:9][C:10](=[O:69])[NH:11][CH2:12][CH2:13][O:14][CH2:15][CH2:16][O:17][CH2:18][CH2:19][O:20][CH2:21][CH2:22][O:23][CH2:24][CH2:25][C:26](=[O:68])[NH:27][CH2:28][CH2:29][CH2:30][O:31][C:32]1[CH:67]=[CH:66][C:35]([C:36]([C:38]2[CH:43]=[CH:42][C:41]([NH:44][CH2:45][CH2:46][CH2:47][O:48][CH2:49][CH2:50][O:51][CH2:52][CH2:53][O:54][CH2:55][CH2:56][CH2:57][NH:58]C(=O)OC(C)(C)C)=[CH:40][CH:39]=2)=[O:37])=[CH:34][CH:33]=1, predict the reaction product. The product is: [NH2:58][CH2:57][CH2:56][CH2:55][O:54][CH2:53][CH2:52][O:51][CH2:50][CH2:49][O:48][CH2:47][CH2:46][CH2:45][NH:44][C:41]1[CH:40]=[CH:39][C:38]([C:36]([C:35]2[CH:66]=[CH:67][C:32]([O:31][CH2:30][CH2:29][CH2:28][NH:27][C:26](=[O:68])[CH2:25][CH2:24][O:23][CH2:22][CH2:21][O:20][CH2:19][CH2:18][O:17][CH2:16][CH2:15][O:14][CH2:13][CH2:12][NH:11][C:10](=[O:69])[CH2:9][CH2:8][N:3]3[C:4](=[O:7])[CH:5]=[CH:6][C:2]3=[O:1])=[CH:33][CH:34]=2)=[O:37])=[CH:43][CH:42]=1. (4) Given the reactants [F:1][C:2]1[CH:10]=[CH:9][CH:8]=[CH:7][C:3]=1[C:4](Cl)=[O:5].[CH3:11][C:12]1[C:13]([O:21][CH:22]2[CH2:27][CH2:26][NH:25][CH2:24][CH2:23]2)=[N:14][CH:15]=[C:16]([N+:18]([O-:20])=[O:19])[CH:17]=1.C(N(CC)CC)C, predict the reaction product. The product is: [F:1][C:2]1[CH:10]=[CH:9][CH:8]=[CH:7][C:3]=1[C:4]([N:25]1[CH2:24][CH2:23][CH:22]([O:21][C:13]2[C:12]([CH3:11])=[CH:17][C:16]([N+:18]([O-:20])=[O:19])=[CH:15][N:14]=2)[CH2:27][CH2:26]1)=[O:5]. (5) Given the reactants [NH:1]([C:19]([O:21][C:22]([CH3:25])([CH3:24])[CH3:23])=[O:20])[C@@H:2]([C:15](OC)=[O:16])[CH2:3][C:4]1[CH:9]=[CH:8][C:7]([O:10][C:11]([CH3:14])([CH3:13])[CH3:12])=[CH:6][CH:5]=1.CC(C[AlH]CC(C)C)C.CO.[C@H](O)(C([O-])=O)[C@@H](O)C([O-])=O.[Na+].[K+], predict the reaction product. The product is: [NH:1]([C:19]([O:21][C:22]([CH3:25])([CH3:24])[CH3:23])=[O:20])[C@@H:2]([CH:15]=[O:16])[CH2:3][C:4]1[CH:5]=[CH:6][C:7]([O:10][C:11]([CH3:14])([CH3:12])[CH3:13])=[CH:8][CH:9]=1. (6) Given the reactants [F:1][C:2]1[CH:3]=[C:4]([N:9]=[C:10]=[O:11])[CH:5]=[CH:6][C:7]=1[F:8].[Br:12][C:13]1[CH:19]=[CH:18][C:16]([NH2:17])=[CH:15][CH:14]=1, predict the reaction product. The product is: [Br:12][C:13]1[CH:19]=[CH:18][C:16]([NH:17][C:10]([NH:9][C:4]2[CH:5]=[CH:6][C:7]([F:8])=[C:2]([F:1])[CH:3]=2)=[O:11])=[CH:15][CH:14]=1. (7) Given the reactants [NH2:1][C:2]1[C:3]([C:26](N)=[O:27])=[N:4][C:5]([C:16]2[CH:21]=[CH:20][C:19](=[O:22])[N:18]([CH:23]([CH3:25])[CH3:24])[CH:17]=2)=[C:6]([C:8]2[CH:13]=[CH:12][C:11]([O:14][CH3:15])=[CH:10][CH:9]=2)[N:7]=1.[OH-:29].[Na+].Cl, predict the reaction product. The product is: [NH2:1][C:2]1[C:3]([C:26]([OH:27])=[O:29])=[N:4][C:5]([C:16]2[CH:21]=[CH:20][C:19](=[O:22])[N:18]([CH:23]([CH3:25])[CH3:24])[CH:17]=2)=[C:6]([C:8]2[CH:13]=[CH:12][C:11]([O:14][CH3:15])=[CH:10][CH:9]=2)[N:7]=1. (8) Given the reactants [NH2:1][C:2]1[CH:7]=[CH:6][CH:5]=[C:4]([Cl:8])[C:3]=1[CH2:9][OH:10].O.[C:12]([O-])(=O)[CH3:13].[Na+].[BH4-].[Na+].[C:19](=O)([O-])[O-].[K+].[K+], predict the reaction product. The product is: [Cl:8][C:4]1[CH:5]=[CH:6][CH:7]=[C:2]([NH:1][CH:12]([CH3:13])[CH3:19])[C:3]=1[CH2:9][OH:10]. (9) Given the reactants [ClH:1].CO[C:4](=O)[CH:5]([NH2:13])[CH2:6][CH2:7][CH2:8][CH2:9][CH2:10][C:11]#[CH:12].[N:15]#[C:16][NH2:17], predict the reaction product. The product is: [ClH:1].[CH2:6]([C:5]1[N:13]=[C:16]([NH2:17])[NH:15][CH:4]=1)[CH2:7][CH2:8][CH2:9][CH2:10][C:11]#[CH:12].